From a dataset of Forward reaction prediction with 1.9M reactions from USPTO patents (1976-2016). Predict the product of the given reaction. (1) Given the reactants Br[C:2]1[CH:11]=[CH:10][C:9]2[N:8]=[CH:7][C:6]3[N:12]([CH3:23])[C:13](=[O:22])[N:14]([C:15]4[C:16]([CH3:21])=[N:17][N:18]([CH3:20])[CH:19]=4)[C:5]=3[C:4]=2[CH:3]=1.[CH3:24][N:25]1[CH2:30][CH2:29][O:28][C:27]2[CH:31]=[C:32](B3OC(C)(C)C(C)(C)O3)[CH:33]=[N:34][C:26]1=2, predict the reaction product. The product is: [CH3:20][N:18]1[CH:19]=[C:15]([N:14]2[C:5]3[C:4]4[CH:3]=[C:2]([C:32]5[CH:33]=[N:34][C:26]6[N:25]([CH3:24])[CH2:30][CH2:29][O:28][C:27]=6[CH:31]=5)[CH:11]=[CH:10][C:9]=4[N:8]=[CH:7][C:6]=3[N:12]([CH3:23])[C:13]2=[O:22])[C:16]([CH3:21])=[N:17]1. (2) The product is: [NH2:85][C:70]1[C:69]([C:66]2[CH:65]=[CH:64][C:63]([NH:62][C:58]([C:53]3[C:52](=[O:61])[C:51]([C:48]4[CH:47]=[CH:46][C:45]([F:44])=[CH:50][CH:49]=4)=[CH:56][N:55]([CH3:57])[CH:54]=3)=[O:60])=[CH:68][CH:67]=2)=[CH:74][C:73]([C:75]2[CH:80]=[CH:79][C:78]([O:81][CH3:82])=[C:77]([O:83][CH3:84])[CH:76]=2)=[CH:72][N:71]=1. Given the reactants C1C=NC2N(O)N=NC=2C=1.CN(C(ON1N=NC2C=CC=NC1=2)=[N+](C)C)C.F[P-](F)(F)(F)(F)F.CCN(C(C)C)C(C)C.[F:44][C:45]1[CH:50]=[CH:49][C:48]([C:51]2[C:52](=[O:61])[C:53]([C:58]([OH:60])=O)=[CH:54][N:55]([CH3:57])[CH:56]=2)=[CH:47][CH:46]=1.[NH2:62][C:63]1[CH:68]=[CH:67][C:66]([C:69]2[C:70]([NH2:85])=[N:71][CH:72]=[C:73]([C:75]3[CH:80]=[CH:79][C:78]([O:81][CH3:82])=[C:77]([O:83][CH3:84])[CH:76]=3)[CH:74]=2)=[CH:65][CH:64]=1, predict the reaction product. (3) The product is: [Cl:19][C:17]1[C:16]2[C:7](=[C:8]3[C:13](=[C:14]([O:20][CH3:21])[CH:15]=2)[CH:12]=[CH:11][CH:10]=[N:9]3)[N:6]=[C:5]([CH2:3][OH:2])[CH:18]=1. Given the reactants C[O:2][C:3]([C:5]1[CH:18]=[C:17]([Cl:19])[C:16]2[C:7](=[C:8]3[C:13](=[C:14]([O:20][CH3:21])[CH:15]=2)[CH:12]=[CH:11][CH:10]=[N:9]3)[N:6]=1)=O.CO.C(Cl)Cl.[BH4-].[Na+], predict the reaction product.